Dataset: Forward reaction prediction with 1.9M reactions from USPTO patents (1976-2016). Task: Predict the product of the given reaction. (1) Given the reactants [S:1]1(=[O:10])(=[O:9])[CH2:5][CH2:4][CH:3]([C:6](O)=[O:7])[CH2:2]1.CN1CCOCC1.ClC(OCC)=O, predict the reaction product. The product is: [OH:7][CH2:6][CH:3]1[CH2:4][CH2:5][S:1](=[O:10])(=[O:9])[CH2:2]1. (2) Given the reactants [Cl:1][C:2]1[S:6][C:5]([C:7]([NH:9][CH:10]([CH3:14])[C:11]([OH:13])=O)=[O:8])=[CH:4][CH:3]=1.[CH3:15]CN(C(C)C)C(C)C.CN(C(ON1N=NC2C=CC=NC1=2)=[N+](C)C)C.F[P-](F)(F)(F)(F)F.[CH2:48]([N:50]1[CH2:55][CH2:54][N:53]([C:56]([C:58]2[CH:64]=[CH:63][C:61]([NH2:62])=[CH:60][CH:59]=2)=[O:57])[CH2:52][CH2:51]1)[CH3:49], predict the reaction product. The product is: [CH3:15][C:64]1[CH:63]=[C:61]([NH:62][C:11]([CH:10]([NH:9][C:7]([C:5]2[S:6][C:2]([Cl:1])=[CH:3][CH:4]=2)=[O:8])[CH3:14])=[O:13])[CH:60]=[CH:59][C:58]=1[C:56]([N:53]1[CH2:52][CH2:51][N:50]([CH2:48][CH3:49])[CH2:55][CH2:54]1)=[O:57]. (3) Given the reactants [Br:1][C:2]1[CH:8]=[CH:7][C:6]([F:9])=[CH:5][C:3]=1[NH2:4].[H-].[Na+].[C:12](O[C:12]([O:14][C:15]([CH3:18])([CH3:17])[CH3:16])=[O:13])([O:14][C:15]([CH3:18])([CH3:17])[CH3:16])=[O:13], predict the reaction product. The product is: [C:15]([O:14][C:12](=[O:13])[NH:4][C:3]1[CH:5]=[C:6]([F:9])[CH:7]=[CH:8][C:2]=1[Br:1])([CH3:18])([CH3:17])[CH3:16]. (4) Given the reactants CCCCCC.C([Li])CCC.C([O:19][C:20]1[CH:25]=[CH:24][CH:23]=[CH:22][C:21]=1Br)C1C=CC=CC=1.[F:27][CH:28]([F:38])[O:29][C:30]1[CH:37]=[CH:36][C:33]([CH:34]=O)=[CH:32][CH:31]=1.Cl, predict the reaction product. The product is: [F:27][CH:28]([F:38])[O:29][C:30]1[CH:37]=[CH:36][C:33]([CH2:34][C:21]2[CH:22]=[CH:23][CH:24]=[CH:25][C:20]=2[OH:19])=[CH:32][CH:31]=1.